This data is from Reaction yield outcomes from USPTO patents with 853,638 reactions. The task is: Predict the reaction yield, written as a fraction of the theoretical maximum amount of product (1.0 means a 100% yield; for example, 0.34 means a 34% yield). (1) The reactants are [CH2:1]([C@@H:8]([C:20](=[O:74])[NH:21][CH2:22][CH2:23][CH2:24][NH:25][C@@H:26]([C@H:34]([CH:36]1[C@@H:40]([O:41][Si:42]([C:45]([CH3:48])([CH3:47])[CH3:46])([CH3:44])[CH3:43])[C@@H:39]([O:49][Si:50]([C:53]([CH3:56])([CH3:55])[CH3:54])([CH3:52])[CH3:51])[C@H:38]([N:57]2[CH:62]=[CH:61][C:60](=[O:63])[N:59]([CH2:64][C:65]3[CH:70]=[CH:69][C:68]([O:71][CH3:72])=[CH:67][CH:66]=3)[C:58]2=[O:73])[O:37]1)[OH:35])[C:27]([O:29][C:30]([CH3:33])([CH3:32])[CH3:31])=[O:28])[NH:9]C(=O)OCC1C=CC=CC=1)[C:2]1[CH:7]=[CH:6][CH:5]=[CH:4][CH:3]=1. The catalyst is CO.[Pd]. The product is [NH2:9][C@@H:8]([CH2:1][C:2]1[CH:3]=[CH:4][CH:5]=[CH:6][CH:7]=1)[C:20]([NH:21][CH2:22][CH2:23][CH2:24][NH:25][C@@H:26]([C@H:34]([CH:36]1[C@@H:40]([O:41][Si:42]([C:45]([CH3:46])([CH3:47])[CH3:48])([CH3:43])[CH3:44])[C@@H:39]([O:49][Si:50]([C:53]([CH3:54])([CH3:55])[CH3:56])([CH3:52])[CH3:51])[C@H:38]([N:57]2[CH:62]=[CH:61][C:60](=[O:63])[N:59]([CH2:64][C:65]3[CH:70]=[CH:69][C:68]([O:71][CH3:72])=[CH:67][CH:66]=3)[C:58]2=[O:73])[O:37]1)[OH:35])[C:27]([O:29][C:30]([CH3:32])([CH3:33])[CH3:31])=[O:28])=[O:74]. The yield is 0.700. (2) The reactants are [CH3:1][O:2][C:3]([C:5]1[N:6]=[C:7]([C:18]2[CH:23]=[CH:22][C:21]([C:24]([F:27])([F:26])[F:25])=[CH:20][CH:19]=2)[O:8][C:9]=1[C:10]1[CH:15]=[CH:14][C:13]([C:16]#[N:17])=[CH:12][CH:11]=1)=[O:4].Cl.[NH2:29][OH:30].C(N(CC)CC)C. The catalyst is C(O)C. The product is [CH3:1][O:2][C:3]([C:5]1[N:6]=[C:7]([C:18]2[CH:23]=[CH:22][C:21]([C:24]([F:27])([F:25])[F:26])=[CH:20][CH:19]=2)[O:8][C:9]=1[C:10]1[CH:15]=[CH:14][C:13]([C:16](=[NH:17])[NH:29][OH:30])=[CH:12][CH:11]=1)=[O:4]. The yield is 0.690. (3) The reactants are [CH3:1][N:2]1[C:10]2[C:5](=[CH:6][CH:7]=[CH:8][CH:9]=2)[CH:4]=[C:3]1[C:11]([NH:13][CH:14]1[CH2:16][CH2:15]1)=O.[H-].[H-].[H-].[H-].[Li+].[Al+3]. The catalyst is C1COCC1. The product is [CH3:1][N:2]1[C:10]2[C:5](=[CH:6][CH:7]=[CH:8][CH:9]=2)[CH:4]=[C:3]1[CH2:11][NH:13][CH2:14][CH2:15][CH3:16]. The yield is 0.330. (4) The reactants are Cl[C:2]1[N:7]=[C:6](Cl)[C:5]([N+:9]([O-])=O)=[CH:4][N:3]=1.CC[N:14](C(C)C)C(C)C.C[O:22][C:23](=O)[CH2:24][CH2:25][NH:26][CH:27]1[CH2:32][CH2:31][CH2:30][CH2:29][CH2:28]1.C([O-])=O.[NH4+]. The yield is 0.550. The catalyst is C1COCC1.[Pd].C(#N)C. The product is [NH2:14][C:2]1[N:7]=[C:6]2[C:5]([NH:9][C:23](=[O:22])[CH2:24][CH2:25][N:26]2[CH:27]2[CH2:32][CH2:31][CH2:30][CH2:29][CH2:28]2)=[CH:4][N:3]=1. (5) The reactants are C(OC([N:8]1[C:17]2[C:12](=[CH:13][CH:14]=[C:15]([NH:18][C:19]([C:21]3[C:30](=[O:31])[C:29]4[C:24](=[CH:25][CH:26]=[CH:27][CH:28]=4)[NH:23][CH:22]=3)=[O:20])[CH:16]=2)[CH2:11][CH2:10][CH2:9]1)=O)(C)(C)C.C(O)(C(F)(F)F)=O. The catalyst is C(Cl)Cl. The product is [O:31]=[C:30]1[C:29]2[C:24](=[CH:25][CH:26]=[CH:27][CH:28]=2)[NH:23][CH:22]=[C:21]1[C:19]([NH:18][C:15]1[CH:16]=[C:17]2[C:12]([CH2:11][CH2:10][CH2:9][NH:8]2)=[CH:13][CH:14]=1)=[O:20]. The yield is 0.320. (6) The reactants are [NH:1]1[C:9]2[C:4](=[CH:5][CH:6]=[CH:7][CH:8]=2)[CH2:3][CH:2]1[C:10]([OH:12])=[O:11].[N+:13]([O-:16])(O)=[O:14].[C:17]1(C)C=CC(S(O)(=O)=O)=CC=1.ClC1C(=O)C(C#N)=C(C#N)C(=O)C=1Cl. The catalyst is S(=O)(=O)(O)O.C(OCC)(=O)C.C1C=CC=CC=1.CO. The product is [CH3:17][O:11][C:10]([C:2]1[NH:1][C:9]2[C:4]([CH:3]=1)=[CH:5][CH:6]=[C:7]([N+:13]([O-:16])=[O:14])[CH:8]=2)=[O:12]. The yield is 0.580.